Task: Predict the reaction yield, written as a fraction of the theoretical maximum amount of product (1.0 means a 100% yield; for example, 0.34 means a 34% yield).. Dataset: Reaction yield outcomes from USPTO patents with 853,638 reactions (1) The reactants are [Cl:1][C:2]1[C:3]([F:46])=[C:4]([C@:8]([C@@H:16]2[CH2:21][CH2:20][CH2:19][N:18]([C:22]([NH:24][C@@H:25]([CH2:39][CH:40]3[CH2:45][CH2:44][CH2:43][CH2:42][CH2:41]3)[C@@H:26]([OH:38])[CH2:27][NH:28]C(=O)OCC[Si](C)(C)C)=[O:23])[CH2:17]2)([OH:15])[CH2:9][CH2:10][CH2:11][CH2:12][O:13][CH3:14])[CH:5]=[CH:6][CH:7]=1. The catalyst is C(#N)C.[F-].C([N+](CC)(CC)CC)C. The product is [NH2:28][CH2:27][C@H:26]([OH:38])[C@@H:25]([NH:24][C:22]([N:18]1[CH2:19][CH2:20][CH2:21][C@@H:16]([C@@:8]([C:4]2[CH:5]=[CH:6][CH:7]=[C:2]([Cl:1])[C:3]=2[F:46])([OH:15])[CH2:9][CH2:10][CH2:11][CH2:12][O:13][CH3:14])[CH2:17]1)=[O:23])[CH2:39][CH:40]1[CH2:45][CH2:44][CH2:43][CH2:42][CH2:41]1. The yield is 0.960. (2) The reactants are [CH2:1]([O:3][C:4]([C:6]1[CH2:10][C:9]([O-:11])=[C:8](C(OC)=O)[C:7]=1[CH2:16][CH3:17])=[O:5])[CH3:2].[Na+].[Cl-].[K+].CC(O)=O.C([O-])(O)=O.[Na+]. The catalyst is O.C1(C)C=CC=CC=1. The product is [CH2:16]([C:7]1[CH:6]([C:4]([O:3][CH2:1][CH3:2])=[O:5])[CH2:10][C:9](=[O:11])[CH:8]=1)[CH3:17]. The yield is 0.690.